Dataset: Catalyst prediction with 721,799 reactions and 888 catalyst types from USPTO. Task: Predict which catalyst facilitates the given reaction. (1) Reactant: [F:1][C:2]([F:12])([F:11])[C:3]1[CH:4]=[C:5]([CH2:9][NH2:10])[CH:6]=[CH:7][CH:8]=1.Cl[CH2:14][Si:15]([CH3:18])([CH3:17])[CH3:16].C(N(CC)CC)C. Product: [F:1][C:2]([F:11])([F:12])[C:3]1[CH:4]=[C:5]([CH:6]=[CH:7][CH:8]=1)[CH2:9][NH:10][CH2:14][Si:15]([CH3:18])([CH3:17])[CH3:16]. The catalyst class is: 194. (2) Reactant: [O:1]1[C:5]2([CH2:10][CH2:9][CH:8]([CH2:11]O)[CH2:7][CH2:6]2)[O:4][CH2:3][CH2:2]1.C1(C)C=CC(S(Cl)(=O)=O)=CC=1.[I-:24].[Na+]. Product: [I:24][CH2:11][CH:8]1[CH2:9][CH2:10][C:5]2([O:4][CH2:3][CH2:2][O:1]2)[CH2:6][CH2:7]1. The catalyst class is: 172. (3) Reactant: F[C:2]1[CH:7]=[C:6]([N+:8]([O-:10])=[O:9])[CH:5]=[CH:4][C:3]=1[C:11]([F:14])([F:13])[F:12].[NH3:15]. Product: [N+:8]([C:6]1[CH:5]=[CH:4][C:3]([C:11]([F:14])([F:13])[F:12])=[C:2]([CH:7]=1)[NH2:15])([O-:10])=[O:9]. The catalyst class is: 24. (4) Reactant: [Li][CH2:2][CH2:3][CH2:4][CH3:5].CCCCCC.C([N:14]1[C:22]2[C:17](=[CH:18][CH:19]=[CH:20][CH:21]=2)[C:16]2[C:23]3[C:28](CC1=2)=[CH:27][CH:26]=[CH:25][CH:24]=3)C.[C:30]([NH:34][Si:35]([CH3:38])([CH3:37])Cl)([CH3:33])([CH3:32])[CH3:31]. Product: [CH3:37][SiH:35]([N:34]([CH2:2][CH2:3][CH:4]1[C:5]2[NH:14][C:22]3[C:17]([C:16]=2[C:23]2[C:24]1=[CH:25][CH:26]=[CH:27][CH:28]=2)=[CH:18][CH:19]=[CH:20][CH:21]=3)[C:30]([CH3:33])([CH3:32])[CH3:31])[CH3:38]. The catalyst class is: 28. (5) Reactant: [Br:1][C:2]1[CH:11]=[C:10]2[C:5]([C:6]([CH3:14])([CH3:13])[CH2:7][C:8](=[O:12])[NH:9]2)=[CH:4][C:3]=1[CH3:15].[OH-].[K+].[CH2:18](I)[CH3:19]. Product: [Br:1][C:2]1[CH:11]=[C:10]2[C:5]([C:6]([CH3:13])([CH3:14])[CH2:7][C:8](=[O:12])[N:9]2[CH2:18][CH3:19])=[CH:4][C:3]=1[CH3:15]. The catalyst class is: 16. (6) Reactant: Br[CH2:2][C:3]([N:5]([CH2:7][C:8]1[S:16][C:15]2[C:14]([N:17]3[CH2:22][CH2:21][O:20][CH2:19][CH2:18]3)=[N:13][C:12]([Cl:23])=[N:11][C:10]=2[CH:9]=1)[CH3:6])=[O:4].CCN(CC)CC.[OH:31][CH:32]1[CH2:37][CH2:36][NH:35][CH2:34][CH2:33]1. Product: [Cl:23][C:12]1[N:13]=[C:14]([N:17]2[CH2:22][CH2:21][O:20][CH2:19][CH2:18]2)[C:15]2[S:16][C:8]([CH2:7][N:5]([CH3:6])[C:3](=[O:4])[CH2:2][N:35]3[CH2:36][CH2:37][CH:32]([OH:31])[CH2:33][CH2:34]3)=[CH:9][C:10]=2[N:11]=1. The catalyst class is: 12.